The task is: Predict the product of the given reaction.. This data is from Forward reaction prediction with 1.9M reactions from USPTO patents (1976-2016). (1) The product is: [Br:15][C:13]1[CH:14]=[C:9]([S:8]([NH:24][C:21]([CH3:23])([CH3:22])[CH3:20])(=[O:27])=[O:19])[C:10]([CH:16]([F:17])[F:18])=[N:11][CH:12]=1. Given the reactants C([S:8][C:9]1[C:10]([CH:16]([F:18])[F:17])=[N:11][CH:12]=[C:13]([Br:15])[CH:14]=1)C1C=CC=CC=1.[OH2:19].[CH3:20][C:21]([NH2:24])([CH3:23])[CH3:22].CC[O:27]C(C)=O, predict the reaction product. (2) Given the reactants [CH3:1][O:2][C:3](=[O:32])[CH2:4][CH2:5][CH2:6][CH2:7][CH2:8][CH2:9][CH2:10][C:11](=[O:31])[NH:12][C:13]1[CH:18]=[CH:17][CH:16]=[CH:15][C:14]=1[S:19](=[O:30])(=[O:29])[NH:20][C:21]([C@@:23]1([NH2:28])[CH2:25][C@H:24]1[CH:26]=[CH2:27])=[O:22].[C:33]([O:37][C:38]([N:40]1[CH2:44][C@H:43]([O:45][C:46]2[C:55]3[C:50](=[CH:51][C:52]([O:56][CH3:57])=[CH:53][CH:54]=3)[N:49]=[C:48]([C:58]3[CH:63]=[CH:62][CH:61]=[CH:60][CH:59]=3)[CH:47]=2)[CH2:42][C@H:41]1[C:64](O)=[O:65])=[O:39])([CH3:36])([CH3:35])[CH3:34].CN(C(ON1N=NC2C=CC=CC1=2)=[N+](C)C)C.F[P-](F)(F)(F)(F)F.CCN(C(C)C)C(C)C, predict the reaction product. The product is: [C:33]([O:37][C:38]([N:40]1[CH2:44][C@H:43]([O:45][C:46]2[C:55]3[C:50](=[CH:51][C:52]([O:56][CH3:57])=[CH:53][CH:54]=3)[N:49]=[C:48]([C:58]3[CH:59]=[CH:60][CH:61]=[CH:62][CH:63]=3)[CH:47]=2)[CH2:42][C@H:41]1[C:64](=[O:65])[NH:28][C@:23]1([C:21]([NH:20][S:19]([C:14]2[CH:15]=[CH:16][CH:17]=[CH:18][C:13]=2[NH:12][C:11](=[O:31])[CH2:10][CH2:9][CH2:8][CH2:7][CH2:6][CH2:5][CH2:4][C:3]([O:2][CH3:1])=[O:32])(=[O:30])=[O:29])=[O:22])[CH2:25][C@H:24]1[CH:26]=[CH2:27])=[O:39])([CH3:35])([CH3:36])[CH3:34]. (3) Given the reactants C[O-].[K+].CO[C:6](=[O:17])[C:7]1[CH:12]=[CH:11][C:10]([C:13]([CH3:16])([CH3:15])[CH3:14])=[CH:9][CH:8]=1.[CH3:18][C:19]([C:21]1[CH:26]=[CH:25][C:24]([O:27][CH3:28])=[CH:23][CH:22]=1)=[O:20], predict the reaction product. The product is: [CH3:16][C:13]([C:10]1[CH:9]=[CH:8][C:7]([C:6]([CH2:18][C:19]([C:21]2[CH:26]=[CH:25][C:24]([O:27][CH3:28])=[CH:23][CH:22]=2)=[O:20])=[O:17])=[CH:12][CH:11]=1)([CH3:14])[CH3:15]. (4) Given the reactants [CH3:1][O:2][C:3](=[O:43])[NH:4][C:5]1[CH:14]=[CH:13][CH:12]=[C:11]2[C:6]=1[CH:7]=[CH:8][C:9](=[O:42])[N:10]2[CH2:15][CH2:16][N:17]1[CH2:22][CH2:21][CH:20]([N:23](C(OC(C)(C)C)=O)[CH2:24][C:25]2[CH:34]=[CH:33][C:28]3[O:29][CH2:30][CH2:31][O:32][C:27]=3[CH:26]=2)[CH2:19][CH2:18]1.[ClH:44].O1CCOCC1, predict the reaction product. The product is: [ClH:44].[CH3:1][O:2][C:3](=[O:43])[NH:4][C:5]1[CH:14]=[CH:13][CH:12]=[C:11]2[C:6]=1[CH:7]=[CH:8][C:9](=[O:42])[N:10]2[CH2:15][CH2:16][N:17]1[CH2:18][CH2:19][CH:20]([NH:23][CH2:24][C:25]2[CH:34]=[CH:33][C:28]3[O:29][CH2:30][CH2:31][O:32][C:27]=3[CH:26]=2)[CH2:21][CH2:22]1.